Dataset: Reaction yield outcomes from USPTO patents with 853,638 reactions. Task: Predict the reaction yield, written as a fraction of the theoretical maximum amount of product (1.0 means a 100% yield; for example, 0.34 means a 34% yield). (1) The reactants are [C:1]([O:5][C:6]([NH:8][C:9]1([C:12]([NH:14][C@:15]23[CH2:50][CH2:49][C@@H:48]([C:51]([CH3:53])=[CH2:52])[C@@H:16]2[C@@H:17]2[C@@:30]([CH3:33])([CH2:31][CH2:32]3)[C@@:29]3([CH3:34])[C@@H:20]([C@:21]4([CH3:47])[C@@H:26]([CH2:27][CH2:28]3)[C:25]([CH3:36])([CH3:35])[C:24]([C:37]3[CH:46]=[CH:45][C:40]([C:41]([O:43]C)=[O:42])=[CH:39][CH:38]=3)=[CH:23][CH2:22]4)[CH2:19][CH2:18]2)=[O:13])[CH2:11][CH2:10]1)=[O:7])([CH3:4])([CH3:3])[CH3:2].O.[OH-].[Li+]. The catalyst is C1COCC1.O. The product is [C:1]([O:5][C:6]([NH:8][C:9]1([C:12]([NH:14][C@:15]23[CH2:50][CH2:49][C@@H:48]([C:51]([CH3:53])=[CH2:52])[C@@H:16]2[C@@H:17]2[C@@:30]([CH3:33])([CH2:31][CH2:32]3)[C@@:29]3([CH3:34])[C@@H:20]([C@:21]4([CH3:47])[C@@H:26]([CH2:27][CH2:28]3)[C:25]([CH3:36])([CH3:35])[C:24]([C:37]3[CH:46]=[CH:45][C:40]([C:41]([OH:43])=[O:42])=[CH:39][CH:38]=3)=[CH:23][CH2:22]4)[CH2:19][CH2:18]2)=[O:13])[CH2:11][CH2:10]1)=[O:7])([CH3:2])([CH3:3])[CH3:4]. The yield is 0.386. (2) The reactants are [CH:1]([CH:4]1[NH:9][CH2:8][CH2:7][N:6]2[C:10]3[CH:16]=[C:15]([S:17]([CH3:20])(=[O:19])=[O:18])[CH:14]=[CH:13][C:11]=3[N:12]=[C:5]12)([CH3:3])[CH3:2].Cl[C:22]1[N:27]=[C:26]([C:28]([F:31])([F:30])[F:29])[C:25]([C:32](=[O:34])[CH3:33])=[CH:24][N:23]=1.CCN(C(C)C)C(C)C. The catalyst is CS(C)=O.O. The product is [CH:1]([CH:4]1[N:9]([C:22]2[N:27]=[C:26]([C:28]([F:29])([F:30])[F:31])[C:25]([C:32](=[O:34])[CH3:33])=[CH:24][N:23]=2)[CH2:8][CH2:7][N:6]2[C:10]3[CH:16]=[C:15]([S:17]([CH3:20])(=[O:18])=[O:19])[CH:14]=[CH:13][C:11]=3[N:12]=[C:5]12)([CH3:3])[CH3:2]. The yield is 0.200. (3) The reactants are Br[C:2]1[N:6]=[CH:5][N:4]([C:7]2[CH:12]=[CH:11][C:10]([O:13][C:14]([F:20])([F:19])[C:15]([F:18])([F:17])[F:16])=[CH:9][CH:8]=2)[N:3]=1.CC1(C)C(C)(C)OB([C:29]2[CH:30]=[C:31]3[C:35](=[CH:36][CH:37]=2)[CH2:34][CH:33]([NH:38][C:39](=[O:45])[O:40][C:41]([CH3:44])([CH3:43])[CH3:42])[CH2:32]3)O1.C(=O)(O)[O-].[Na+].O1CCOCC1. The catalyst is C(OCC)(=O)C.C1C=CC([P]([Pd]([P](C2C=CC=CC=2)(C2C=CC=CC=2)C2C=CC=CC=2)([P](C2C=CC=CC=2)(C2C=CC=CC=2)C2C=CC=CC=2)[P](C2C=CC=CC=2)(C2C=CC=CC=2)C2C=CC=CC=2)(C2C=CC=CC=2)C2C=CC=CC=2)=CC=1.O. The product is [F:19][C:14]([F:20])([O:13][C:10]1[CH:11]=[CH:12][C:7]([N:4]2[CH:5]=[N:6][C:2]([C:37]3[CH:36]=[C:35]4[C:31](=[CH:30][CH:29]=3)[CH2:32][CH:33]([NH:38][C:39](=[O:45])[O:40][C:41]([CH3:43])([CH3:42])[CH3:44])[CH2:34]4)=[N:3]2)=[CH:8][CH:9]=1)[C:15]([F:18])([F:17])[F:16]. The yield is 0.590. (4) The reactants are [N+:1]([C:4]1[CH:5]=[C:6]([CH2:10][C:11]2[C:19]3[C:14](=[CH:15][CH:16]=[CH:17][CH:18]=3)[N:13]([CH2:20][C:21]([O:23]CC)=[O:22])[CH:12]=2)[CH:7]=[CH:8][CH:9]=1)([O-:3])=[O:2].[OH-].[Na+].Cl. The catalyst is C1COCC1.CCO. The product is [N+:1]([C:4]1[CH:5]=[C:6]([CH2:10][C:11]2[C:19]3[C:14](=[CH:15][CH:16]=[CH:17][CH:18]=3)[N:13]([CH2:20][C:21]([OH:23])=[O:22])[CH:12]=2)[CH:7]=[CH:8][CH:9]=1)([O-:3])=[O:2]. The yield is 0.690. (5) The reactants are [C:1]([O:5][C:6](=[O:14])[NH:7][CH:8]1[CH2:13][CH2:12][NH:11][CH2:10][CH2:9]1)([CH3:4])([CH3:3])[CH3:2].Br[CH2:16][CH:17]1[CH2:30][C:29]2[C:28]3[C:23](=[CH:24][CH:25]=[C:26]([O:31][CH3:32])N=3)[N:22]=[CH:21][C:20]=2[O:19][CH2:18]1.[CH:33](N(CC)C(C)C)(C)C. The catalyst is CN(C)C=O. The product is [C:1]([O:5][C:6](=[O:14])[NH:7][CH:8]1[CH2:13][CH2:12][N:11]([CH2:16][CH:17]2[CH2:30][C:29]3[C:28]4[C:23](=[CH:24][CH:25]=[C:26]([O:31][CH3:32])[CH:33]=4)[N:22]=[CH:21][C:20]=3[O:19][CH2:18]2)[CH2:10][CH2:9]1)([CH3:4])([CH3:2])[CH3:3]. The yield is 0.740. (6) The reactants are CC1(C)[C@@H:6]([CH2:7][C:8]([OH:10])=[O:9])[C:5](=[O:11])OO1.[C:13]([O:19]C(Cl)=O)(=O)[CH2:14]C(C)C.[CH2:23](N(CC)CC)C.[CH2:30]([SH:32])[CH3:31]. The catalyst is CCOCC.C(Cl)Cl. The product is [CH3:23][C:13]1([CH3:14])[O:19][C@H:7]([CH2:6][C:5](=[O:11])[S:32][CH2:30][CH3:31])[C:8](=[O:9])[O:10]1. The yield is 0.820.